This data is from Reaction yield outcomes from USPTO patents with 853,638 reactions. The task is: Predict the reaction yield, written as a fraction of the theoretical maximum amount of product (1.0 means a 100% yield; for example, 0.34 means a 34% yield). The reactants are [N:1]1([C:6]2[O:10][C:9]([C:11](O)=O)=[C:8]([CH3:14])[CH:7]=2)[CH2:5][CH2:4][CH2:3][CH2:2]1.[NH2:15][C:16]1[CH:17]=[C:18]([CH:27]=[CH:28][C:29]=1[NH2:30])[C:19]([C:21]1[CH:26]=[CH:25][CH:24]=[CH:23][CH:22]=1)=[O:20].Cl.C(N=C=NCCCN(C)C)C.O.ON1C2C=CC=CC=2N=N1. The catalyst is N1C=CC=CC=1. The product is [N:1]1([C:6]2[O:10][C:9]([C:11]3[NH:15][C:16]4[CH:17]=[C:18]([C:19](=[O:20])[C:21]5[CH:26]=[CH:25][CH:24]=[CH:23][CH:22]=5)[CH:27]=[CH:28][C:29]=4[N:30]=3)=[C:8]([CH3:14])[CH:7]=2)[CH2:2][CH2:3][CH2:4][CH2:5]1. The yield is 0.550.